Dataset: Cav3 T-type calcium channel HTS with 100,875 compounds. Task: Binary Classification. Given a drug SMILES string, predict its activity (active/inactive) in a high-throughput screening assay against a specified biological target. (1) The molecule is s1c(C2CC(O)=CC(=O)C2)ccc1. The result is 0 (inactive). (2) The compound is s1c(C(OC2(C(=O)c3c(cc(n(c3)Cc3occc3)CCCC(OC)=O)=CC2=O)C)=O)ccc1. The result is 0 (inactive). (3) The drug is S(=O)(=O)(Nc1ccc(cc1)C(F)(F)F)c1[nH]cnc1. The result is 0 (inactive).